From a dataset of Catalyst prediction with 721,799 reactions and 888 catalyst types from USPTO. Predict which catalyst facilitates the given reaction. (1) Reactant: [CH3:1][O:2][C:3]1[CH:13]=[CH:12][CH:11]=[C:10]([CH3:14])[C:4]=1[C:5]([O:7]CC)=O.C([N-]C(C)C)(C)C.[Li+].C1CCCCC1.[C:29](#[N:38])[C:30]1[CH:35]=[CH:34][C:33]([O:36][CH3:37])=[CH:32][CH:31]=1. Product: [CH3:1][O:2][C:3]1[CH:13]=[CH:12][CH:11]=[C:10]2[C:4]=1[C:5](=[O:7])[NH:38][C:29]([C:30]1[CH:35]=[CH:34][C:33]([O:36][CH3:37])=[CH:32][CH:31]=1)=[CH:14]2. The catalyst class is: 7. (2) Reactant: [CH3:1][C:2]1[CH:3]=[C:4]([OH:9])[CH:5]=[C:6]([CH3:8])[CH:7]=1.[CH2:10](Br)[C:11]([C:13]1[CH:18]=[CH:17][CH:16]=[CH:15][CH:14]=1)=[O:12]. Product: [CH3:1][C:2]1[CH:3]=[C:4]([CH:5]=[C:6]([CH3:8])[CH:7]=1)[O:9][CH2:10][C:11]([C:13]1[CH:18]=[CH:17][CH:16]=[CH:15][CH:14]=1)=[O:12]. The catalyst class is: 5. (3) Reactant: [Cl:1][C:2]1[C:7]([C:8]([O:10][CH2:11][CH3:12])=[O:9])=[C:6]([F:13])[C:5]([CH:14]=O)=[CH:4][CH:3]=1.[OH:16][NH2:17]. Product: [Cl:1][C:2]1[C:7]([C:8]([O:10][CH2:11][CH3:12])=[O:9])=[C:6]([F:13])[C:5]([CH:14]=[N:17][OH:16])=[CH:4][CH:3]=1. The catalyst class is: 5. (4) Reactant: [CH3:1][O:2][C:3]1[CH:8]=[CH:7][CH:6]=[CH:5][C:4]=1[C:9]1([C:13]#[N:14])[CH2:12][CH2:11][CH2:10]1.S(=O)(=O)(O)[OH:16].O. The catalyst class is: 15. Product: [CH3:1][O:2][C:3]1[CH:8]=[CH:7][CH:6]=[CH:5][C:4]=1[C:9]1([C:13]([NH2:14])=[O:16])[CH2:12][CH2:11][CH2:10]1. (5) Reactant: [C:1]([O:8][CH3:9])(=[O:7])[CH2:2][C:3]([O:5][CH3:6])=[O:4].[H-].[Na+].[C:12]([O:17][CH2:18][CH2:19][N:20]=[C:21]=[O:22])(=[O:16])[C:13]([CH3:15])=[CH2:14]. Product: [C:12]([O:17][CH2:18][CH2:19][NH:20][C:21]([CH:2]([C:1]([O:8][CH3:9])=[O:7])[C:3]([O:5][CH3:6])=[O:4])=[O:22])(=[O:16])[C:13]([CH3:15])=[CH2:14]. The catalyst class is: 1. (6) Reactant: [CH:1]1N=CN(C(N2C=NC=C2)=O)C=1.Cl.[C:14]([O:18][C:19](=[O:23])[C@H:20]([CH3:22])[NH2:21])([CH3:17])([CH3:16])[CH3:15].[NH2:24][C:25]1[CH:33]=[CH:32][CH:31]=[C:30]([CH3:34])[C:26]=1[C:27]([OH:29])=[O:28].C(N(CC)CC)C.C(Cl)CCl. Product: [CH3:34][C:30]1[C:26]2[C:27](=[O:29])[O:28][C:1]([NH:21][C@H:20]([C:19]([O:18][C:14]([CH3:17])([CH3:16])[CH3:15])=[O:23])[CH3:22])=[N:24][C:25]=2[CH:33]=[CH:32][CH:31]=1. The catalyst class is: 436.